This data is from Peptide-MHC class II binding affinity with 134,281 pairs from IEDB. The task is: Regression. Given a peptide amino acid sequence and an MHC pseudo amino acid sequence, predict their binding affinity value. This is MHC class II binding data. (1) The peptide sequence is VIIHGLHLYGCSTSV. The MHC is HLA-DQA10101-DQB10501 with pseudo-sequence HLA-DQA10101-DQB10501. The binding affinity (normalized) is 0.207. (2) The binding affinity (normalized) is 0.297. The peptide sequence is MAVHQYTVALFLAVA. The MHC is DRB1_0405 with pseudo-sequence DRB1_0405. (3) The peptide sequence is EITGIMKDFDEPGHL. The MHC is HLA-DQA10102-DQB10502 with pseudo-sequence HLA-DQA10102-DQB10502. The binding affinity (normalized) is 0.513. (4) The peptide sequence is AADTAGTTVYGAFAA. The MHC is HLA-DQA10102-DQB10602 with pseudo-sequence HLA-DQA10102-DQB10602. The binding affinity (normalized) is 0.797. (5) The peptide sequence is HRDNIEDDLLNRNNT. The MHC is DRB1_0101 with pseudo-sequence DRB1_0101. The binding affinity (normalized) is 0.117. (6) The peptide sequence is LEKISNEIKIVATPD. The MHC is HLA-DPA10201-DPB11401 with pseudo-sequence HLA-DPA10201-DPB11401. The binding affinity (normalized) is 0.281.